From a dataset of Catalyst prediction with 721,799 reactions and 888 catalyst types from USPTO. Predict which catalyst facilitates the given reaction. (1) Reactant: [C:1]([O:5][C:6]([N:8]1[CH2:13][CH2:12][CH:11]([CH2:14][CH:15]=[C:16](Br)Br)[CH2:10][CH2:9]1)=[O:7])([CH3:4])([CH3:3])[CH3:2].C([Li])CCC. Product: [C:1]([O:5][C:6]([N:8]1[CH2:13][CH2:12][CH:11]([CH2:14][C:15]#[CH:16])[CH2:10][CH2:9]1)=[O:7])([CH3:4])([CH3:3])[CH3:2]. The catalyst class is: 1. (2) Reactant: Br[C:2]1[CH:7]=[CH:6][C:5]([Br:8])=[CH:4][CH:3]=1.C([Li])CCC.CON(C)[C:17]([CH:19]1[CH2:24][CH2:23][N:22]([C:25]2[CH:30]=[CH:29][CH:28]=[CH:27][N:26]=2)[CH2:21][CH2:20]1)=[O:18]. Product: [Br:8][C:5]1[CH:6]=[CH:7][C:2]([C:17]([CH:19]2[CH2:24][CH2:23][N:22]([C:25]3[CH:30]=[CH:29][CH:28]=[CH:27][N:26]=3)[CH2:21][CH2:20]2)=[O:18])=[CH:3][CH:4]=1. The catalyst class is: 1. (3) Reactant: Cl.[CH2:2]([C@@:5]([C:14]([OH:16])=[O:15])([CH2:7][C:8]1[CH:13]=[CH:12][CH:11]=[CH:10][CH:9]=1)[NH2:6])[CH:3]=[CH2:4].[C:17](O[C:17]([O:19][C:20]([CH3:23])([CH3:22])[CH3:21])=[O:18])([O:19][C:20]([CH3:23])([CH3:22])[CH3:21])=[O:18].C(=O)(O)[O-].[Na+]. Product: [C:20]([O:19][C:17]([NH:6][C@:5]([CH2:2][CH:3]=[CH2:4])([C:14]([OH:16])=[O:15])[CH2:7][C:8]1[CH:13]=[CH:12][CH:11]=[CH:10][CH:9]=1)=[O:18])([CH3:23])([CH3:22])[CH3:21]. The catalyst class is: 299. (4) Reactant: [C:1]([O:5][C:6]([N:8]1[CH2:12][C@H:11]([NH:13][C:14]([C:16]2[S:17][C:18]([Cl:21])=[CH:19][CH:20]=2)=[O:15])[CH2:10][C@H:9]1[CH2:22]OS(C)(=O)=O)=[O:7])([CH3:4])([CH3:3])[CH3:2].[NH:28]1[CH2:32][CH2:31][CH2:30][CH2:29]1. Product: [C:1]([O:5][C:6]([N:8]1[CH2:12][C@H:11]([NH:13][C:14]([C:16]2[S:17][C:18]([Cl:21])=[CH:19][CH:20]=2)=[O:15])[CH2:10][C@H:9]1[CH2:22][N:28]1[CH2:32][CH2:31][CH2:30][CH2:29]1)=[O:7])([CH3:2])([CH3:3])[CH3:4]. The catalyst class is: 1. (5) Reactant: [C:1]([O:5][C:6](=[O:17])[CH2:7][C@H:8]([NH2:16])[C:9]1[CH:14]=[CH:13][C:12]([OH:15])=[CH:11][CH:10]=1)([CH3:4])([CH3:3])[CH3:2].O=C1CCC(=O)N1[O:25][C:26]([C@@H:28]1[CH2:33][CH2:32][CH2:31][N:30]([C:34](=[O:50])[CH2:35][CH2:36][CH:37]2[CH2:42][CH2:41][N:40]([C:43]([O:45][C:46]([CH3:49])([CH3:48])[CH3:47])=[O:44])[CH2:39][CH2:38]2)[CH2:29]1)=O.C(N(CC)CC)C.[Cl-].[NH4+]. Product: [C:46]([O:45][C:43]([N:40]1[CH2:39][CH2:38][CH:37]([CH2:36][CH2:35][C:34]([N:30]2[CH2:31][CH2:32][CH2:33][C@@H:28]([C:26](=[O:25])[NH:16][C@H:8]([C:9]3[CH:10]=[CH:11][C:12]([OH:15])=[CH:13][CH:14]=3)[CH2:7][C:6]([O:5][C:1]([CH3:4])([CH3:2])[CH3:3])=[O:17])[CH2:29]2)=[O:50])[CH2:42][CH2:41]1)=[O:44])([CH3:49])([CH3:48])[CH3:47]. The catalyst class is: 204. (6) Reactant: [Cl:1][C:2]1[CH:26]=[CH:25][C:5]([O:6][CH2:7][C:8]2[NH:9][C:10]3[C:16]([O:17][CH2:18][C:19]4[CH:24]=[CH:23][CH:22]=[CH:21][CH:20]=4)=[CH:15][CH:14]=[CH:13][C:11]=3[N:12]=2)=[CH:4][CH:3]=1.[H-].[Na+].[C:29]([O:33][C:34]([N:36]1[CH2:41][CH2:40][CH2:39][CH:38]([CH2:42][CH2:43][CH2:44]Br)[CH2:37]1)=[O:35])([CH3:32])([CH3:31])[CH3:30]. Product: [Cl:1][C:2]1[CH:3]=[CH:4][C:5]([O:6][CH2:7][C:8]2[N:12]([CH2:44][CH2:43][CH2:42][CH:38]3[CH2:39][CH2:40][CH2:41][N:36]([C:34]([O:33][C:29]([CH3:30])([CH3:32])[CH3:31])=[O:35])[CH2:37]3)[C:11]3[CH:13]=[CH:14][CH:15]=[C:16]([O:17][CH2:18][C:19]4[CH:20]=[CH:21][CH:22]=[CH:23][CH:24]=4)[C:10]=3[N:9]=2)=[CH:25][CH:26]=1. The catalyst class is: 9. (7) Reactant: [Cl:1][C:2]1[CH:3]=[C:4]2[C:8](=[CH:9][CH:10]=1)[NH:7][CH:6]=[C:5]2[CH2:11][CH2:12][CH2:13][CH2:14][OH:15].[S:16](Cl)([C:19]1[CH:25]=[CH:24][C:22]([CH3:23])=[CH:21][CH:20]=1)(=[O:18])=[O:17]. Product: [CH3:23][C:22]1[CH:24]=[CH:25][C:19]([S:16]([O:15][CH2:14][CH2:13][CH2:12][CH2:11][C:5]2[C:4]3[C:8](=[CH:9][CH:10]=[C:2]([Cl:1])[CH:3]=3)[NH:7][CH:6]=2)(=[O:18])=[O:17])=[CH:20][CH:21]=1. The catalyst class is: 2.